This data is from Reaction yield outcomes from USPTO patents with 853,638 reactions. The task is: Predict the reaction yield, written as a fraction of the theoretical maximum amount of product (1.0 means a 100% yield; for example, 0.34 means a 34% yield). (1) The reactants are O1CCCCC1[N:7]1[C:15]2[C:10](=[CH:11][C:12]([C:16]3[N:20]=[CH:19][N:18](C(C4C=CC=CC=4)(C4C=CC=CC=4)C4C=CC=CC=4)[N:17]=3)=[CH:13][CH:14]=2)[C:9]([C:40]2[CH:41]=[C:42]([CH:47]=[CH:48][CH:49]=2)[C:43](OC)=[O:44])=[N:8]1.[OH-].[Li+].ON1C2C=CC=CC=2N=N1.Cl.C(N=C=NCCCN(C)C)C.[CH3:74][O:75][CH2:76][CH2:77][NH2:78]. The catalyst is O1CCCC1.O.C(OCC)(=O)C.Cl.O1CCOCC1. The product is [NH:18]1[CH:19]=[N:20][C:16]([C:12]2[CH:11]=[C:10]3[C:15](=[CH:14][CH:13]=2)[NH:7][N:8]=[C:9]3[C:40]2[CH:41]=[C:42]([C:43]([NH:78][CH2:77][CH2:76][O:75][CH3:74])=[O:44])[CH:47]=[CH:48][CH:49]=2)=[N:17]1. The yield is 0.0900. (2) The reactants are [C:1]([O:5][C:6](=[O:15])[NH:7][CH2:8][CH:9]1[CH2:14][CH2:13][CH:12]=[CH:11][CH2:10]1)([CH3:4])([CH3:3])[CH3:2].ClC1C=C(C=CC=1)C(OO)=[O:21]. The catalyst is ClCCl. The product is [C:1]([O:5][C:6](=[O:15])[NH:7][CH2:8][CH:9]1[CH2:14][CH2:13][CH:12]2[CH:11]([O:21]2)[CH2:10]1)([CH3:4])([CH3:2])[CH3:3]. The yield is 0.810. (3) The product is [CH3:17][O:18][C:19](=[O:44])[C:20]1[CH:21]=[CH:22][C:23]([C:26]2[CH:27]=[N:28][C:29]([NH2:43])=[C:30]([O:10][CH:8]([C:4]3[CH:5]=[CH:6][CH:7]=[C:2]([F:1])[C:3]=3[C:11]([F:12])([F:13])[F:14])[CH3:9])[CH:31]=2)=[CH:24][CH:25]=1. The catalyst is CN(C=O)C.CCOC(C)=O.O. The yield is 0.340. The reactants are [F:1][C:2]1[C:3]([C:11]([F:14])([F:13])[F:12])=[C:4]([CH:8]([OH:10])[CH3:9])[CH:5]=[CH:6][CH:7]=1.[H-].[Na+].[CH3:17][O:18][C:19](=[O:44])[C:20]1[CH:25]=[CH:24][C:23]([C:26]2[CH:27]=[N:28][C:29]([NH2:43])=[C:30](OS(C3C=CC(C)=CC=3)(=O)=O)[CH:31]=2)=[CH:22][CH:21]=1. (4) The reactants are [Cl:1][C:2]1[C:3]([C:8]([OH:10])=O)=[N:4][N:5]([CH3:7])[CH:6]=1.O1CCCC1.S(Cl)(Cl)=O.[NH2:20][C:21]1[CH:22]=[C:23]([CH:40]=[CH:41][C:42]=1[CH3:43])[O:24][C:25]1[CH:26]=[CH:27][C:28]2[N:29]([N:31]=[C:32]([NH:34][C:35]([CH:37]3[CH2:39][CH2:38]3)=[O:36])[N:33]=2)[CH:30]=1. The catalyst is CN(C)C=O.CN(C)C(=O)C. The product is [Cl:1][C:2]1[C:3]([C:8]([NH:20][C:21]2[CH:22]=[C:23]([O:24][C:25]3[CH:26]=[CH:27][C:28]4[N:29]([N:31]=[C:32]([NH:34][C:35]([CH:37]5[CH2:38][CH2:39]5)=[O:36])[N:33]=4)[CH:30]=3)[CH:40]=[CH:41][C:42]=2[CH3:43])=[O:10])=[N:4][N:5]([CH3:7])[CH:6]=1. The yield is 0.720. (5) The reactants are [OH-].[Na+].[F:3][C:4]([F:15])([F:14])[O:5][C:6]1[CH:7]=[C:8]([CH:11]=[CH:12][CH:13]=1)[CH:9]=O.[O:16]=[C:17]([CH3:27])[CH2:18]P(=O)(OCC)OCC. The catalyst is [I-].C([N+](CCCC)(CCCC)CCCC)CCC.C(Cl)Cl. The product is [F:3][C:4]([F:15])([F:14])[O:5][C:6]1[CH:7]=[C:8]([CH:9]=[CH:18][C:17](=[O:16])[CH3:27])[CH:11]=[CH:12][CH:13]=1. The yield is 0.540. (6) The product is [F:23][C:20]1[CH:21]=[C:22]2[C:17](=[CH:18][CH:19]=1)[NH:16][C:15](=[O:24])[C:14]2=[C:13]1[C:8]2[C:9](=[N:10][C:5]([CH2:4][CH:3]=[O:2])=[CH:6][CH:7]=2)[CH2:11][O:12]1. The yield is 0.540. The catalyst is C1COCC1. The reactants are C[O:2][CH:3](OC)[CH2:4][C:5]1[N:10]=[C:9]2[CH2:11][O:12][C:13](=[C:14]3[C:22]4[C:17](=[CH:18][CH:19]=[C:20]([F:23])[CH:21]=4)[NH:16][C:15]3=[O:24])[C:8]2=[CH:7][CH:6]=1.S(=O)(=O)(O)O. (7) The reactants are Cl.[CH:2]1([C:8]2[NH:12][C:11](=[O:13])[C:10]3([CH2:18][CH2:17][N:16]([S:19]([CH2:22][CH2:23][CH2:24][C:25]4[CH:26]=[C:27]([NH:31]C(=O)C)[CH:28]=[CH:29][CH:30]=4)(=[O:21])=[O:20])[CH2:15][CH2:14]3)[N:9]=2)[CH2:7][CH2:6][CH2:5][CH2:4][CH2:3]1. The catalyst is CO. The product is [NH2:31][C:27]1[CH:26]=[C:25]([CH2:24][CH2:23][CH2:22][S:19]([N:16]2[CH2:15][CH2:14][C:10]3([N:9]=[C:8]([CH:2]4[CH2:7][CH2:6][CH2:5][CH2:4][CH2:3]4)[NH:12][C:11]3=[O:13])[CH2:18][CH2:17]2)(=[O:21])=[O:20])[CH:30]=[CH:29][CH:28]=1. The yield is 0.550. (8) The reactants are CON(C)[C:4]([C:6]1[S:10][CH:9]2[CH:11]=[CH:12][S:13][CH:8]2[CH:7]=1)=[O:5].[CH3:15][Mg]Br. The catalyst is C1COCC1. The product is [S:10]1[C:6]([C:4](=[O:5])[CH3:15])=[CH:7][CH:8]2[S:13][CH:12]=[CH:11][CH:9]12. The yield is 0.800.